Dataset: Full USPTO retrosynthesis dataset with 1.9M reactions from patents (1976-2016). Task: Predict the reactants needed to synthesize the given product. (1) Given the product [Cl:1][C:2]1[CH:7]=[CH:6][C:5]([NH:8][C:9]([NH:11][C:12]2[CH:17]=[C:16]([C:18]([F:21])([F:20])[F:19])[CH:15]=[C:14]([CH2:29][CH:28]=[CH2:27])[CH:13]=2)=[O:10])=[CH:4][C:3]=1[C:23]([F:26])([F:25])[F:24], predict the reactants needed to synthesize it. The reactants are: [Cl:1][C:2]1[CH:7]=[CH:6][C:5]([NH:8][C:9]([NH:11][C:12]2[CH:17]=[C:16]([C:18]([F:21])([F:20])[F:19])[CH:15]=[C:14](O)[CH:13]=2)=[O:10])=[CH:4][C:3]=1[C:23]([F:26])([F:25])[F:24].[CH2:27](Br)[CH:28]=[CH2:29].C([O-])([O-])=O.[K+].[K+]. (2) The reactants are: [C:1]1(=[O:8])[CH2:6][CH2:5][CH2:4][CH2:3][C:2]1=O.BrBr.[CH3:11][C:12]1[C:20]([C:21](=[S:23])[NH2:22])=[C:15]2[CH:16]=[CH:17][CH:18]=[CH:19][N:14]2[N:13]=1. Given the product [CH3:11][C:12]1[C:20]([C:21]2[S:23][C:3]3[CH2:4][CH2:5][CH2:6][C:1](=[O:8])[C:2]=3[N:22]=2)=[C:15]2[CH:16]=[CH:17][CH:18]=[CH:19][N:14]2[N:13]=1, predict the reactants needed to synthesize it. (3) The reactants are: [C:1]([O:5][C:6]([N:8]1[CH2:12][CH2:11][CH2:10][C@H:9]1[C@@H:13]([OH:37])[C@H:14]([N:22](CC1C=CC=CC=1)CC1C=CC=CC=1)[CH2:15][C:16]1[CH:21]=[CH:20][CH:19]=[CH:18][CH:17]=1)=[O:7])([CH3:4])([CH3:3])[CH3:2].[H][H]. Given the product [C:1]([O:5][C:6]([N:8]1[CH2:12][CH2:11][CH2:10][C@H:9]1[C@@H:13]([OH:37])[C@H:14]([NH2:22])[CH2:15][C:16]1[CH:17]=[CH:18][CH:19]=[CH:20][CH:21]=1)=[O:7])([CH3:4])([CH3:2])[CH3:3], predict the reactants needed to synthesize it. (4) Given the product [N:18]1[CH:23]=[CH:22][C:21]([N:24]2[CH2:25][CH2:26][N:27]([C:13]([CH:12]3[C:10]4([CH2:9][CH2:8][N:7]([CH:4]5[CH2:3][CH2:2][O:1][CH2:6][CH2:5]5)[CH2:17][CH2:16]4)[CH2:11]3)=[O:15])[CH2:28][CH2:29]2)=[CH:20][CH:19]=1, predict the reactants needed to synthesize it. The reactants are: [O:1]1[CH2:6][CH2:5][CH:4]([N:7]2[CH2:17][CH2:16][C:10]3([CH:12]([C:13]([OH:15])=O)[CH2:11]3)[CH2:9][CH2:8]2)[CH2:3][CH2:2]1.[N:18]1[CH:23]=[CH:22][C:21]([N:24]2[CH2:29][CH2:28][NH:27][CH2:26][CH2:25]2)=[CH:20][CH:19]=1.